From a dataset of Full USPTO retrosynthesis dataset with 1.9M reactions from patents (1976-2016). Predict the reactants needed to synthesize the given product. (1) Given the product [CH3:1][N:2]1[C:10]2[C:5](=[CH:6][C:7]([O:11][CH2:12][CH2:13][CH2:14][O:15][C:16]3[CH:17]=[C:18]4[C:22](=[CH:23][CH:24]=3)[C@H:21]([CH2:25][C:26]([OH:28])=[O:27])[CH2:20][CH2:19]4)=[CH:8][CH:9]=2)[CH:4]=[CH:3]1, predict the reactants needed to synthesize it. The reactants are: [CH3:1][N:2]1[C:10]2[C:5](=[CH:6][C:7]([O:11][CH2:12][CH2:13][CH2:14][O:15][C:16]3[CH:17]=[C:18]4[C:22](=[CH:23][CH:24]=3)[C@H:21]([CH2:25][C:26]([O:28]CC)=[O:27])[CH2:20][CH2:19]4)=[CH:8][CH:9]=2)[CH:4]=[CH:3]1.O[Li].O. (2) Given the product [CH3:19][O:18][C:11]1[CH:12]=[N:13][CH:14]=[C:15]([O:16][CH3:17])[C:10]=1[CH:2]1[N:1]([CH2:28][C:27]2[CH:30]=[CH:31][CH:32]=[C:25]([C:21]3[S:20][CH:24]=[CH:23][N:22]=3)[CH:26]=2)[C:6](=[O:8])[CH2:5][CH2:4][CH2:3]1, predict the reactants needed to synthesize it. The reactants are: [NH2:1][CH:2]([C:10]1[C:15]([O:16][CH3:17])=[CH:14][N:13]=[CH:12][C:11]=1[O:18][CH3:19])[CH2:3][CH2:4][CH2:5][C:6]([O:8]C)=O.[S:20]1[CH:24]=[CH:23][N:22]=[C:21]1[C:25]1[CH:26]=[C:27]([CH:30]=[CH:31][CH:32]=1)[CH:28]=O. (3) Given the product [Cl:1][C:2]1[C:11]2[C:6](=[CH:7][C:8]([S:12]([NH:33][C:30]3[CH:31]=[CH:32][N:27]=[CH:28][N:29]=3)(=[O:14])=[O:15])=[CH:9][CH:10]=2)[CH:5]=[CH:4][N:3]=1, predict the reactants needed to synthesize it. The reactants are: [Cl:1][C:2]1[C:11]2[C:6](=[CH:7][C:8]([S:12]([O:15]C3C(F)=C(F)C(F)=C(F)C=3F)(=[O:14])=O)=[CH:9][CH:10]=2)[CH:5]=[CH:4][N:3]=1.[N:27]1[CH:32]=[CH:31][C:30]([NH2:33])=[N:29][CH:28]=1.[Li+].C[Si]([N-][Si](C)(C)C)(C)C. (4) Given the product [F:1][C:2]1[CH:10]=[C:9]2[C:5]([C:6]([C:20]3[CH:30]=[CH:29][C:23]4[N:24]=[C:25]([CH2:27][CH2:28][N:33]5[CH2:38][CH2:37][NH:36][CH2:35][CH2:34]5)[O:26][C:22]=4[CH:21]=3)=[CH:7][NH:8]2)=[CH:4][CH:3]=1, predict the reactants needed to synthesize it. The reactants are: [F:1][C:2]1[CH:10]=[C:9]2[C:5]([C:6]([C:20]3[CH:30]=[CH:29][C:23]4[N:24]=[C:25]([CH:27]=[CH2:28])[O:26][C:22]=4[CH:21]=3)=[CH:7][N:8]2S(C2C=CC=CC=2)(=O)=O)=[CH:4][CH:3]=1.[OH-].[Na+].[NH:33]1[CH2:38][CH2:37][NH:36][CH2:35][CH2:34]1. (5) Given the product [NH2:1][C:2]1[N:6]([C@@H:7]2[CH2:12][CH2:11][CH2:10][N:9]([C:13](=[O:19])/[CH:14]=[CH:15]/[CH2:16][F:17])[CH2:8]2)[N:5]=[C:4]([C:20]2[CH:21]=[CH:22][C:23]([O:26][C:27]3[C:32]([F:33])=[CH:31][C:30]([Cl:34])=[CH:29][N:28]=3)=[CH:24][CH:25]=2)[C:3]=1[C:35]([NH2:37])=[O:36], predict the reactants needed to synthesize it. The reactants are: [NH2:1][C:2]1[N:6]([C@@H:7]2[CH2:12][CH2:11][CH2:10][N:9]([C:13](=[O:19])/[CH:14]=[CH:15]/[CH:16](F)[F:17])[CH2:8]2)[N:5]=[C:4]([C:20]2[CH:25]=[CH:24][C:23]([O:26][C:27]3[C:32]([F:33])=[CH:31][C:30]([Cl:34])=[CH:29][N:28]=3)=[CH:22][CH:21]=2)[C:3]=1[C:35]([NH2:37])=[O:36].FC/C=C/C(O)=O. (6) Given the product [Cl:13][C:7]1[C:8]([C:15]2[CH:16]=[N:17][C:18]([C:23]([F:25])([F:26])[F:24])=[CH:19][C:20]=2[C:21]#[N:22])=[CH:9][C:4]([C:1]([OH:3])=[O:2])=[CH:5][CH:6]=1, predict the reactants needed to synthesize it. The reactants are: [C:1]([C:4]1[CH:5]=[CH:6][C:7]([Cl:13])=[C:8](B(O)O)[CH:9]=1)([OH:3])=[O:2].Br[C:15]1[C:20]([C:21]#[N:22])=[CH:19][C:18]([C:23]([F:26])([F:25])[F:24])=[N:17][CH:16]=1. (7) The reactants are: [Si:1]([O:18][CH2:19][CH2:20][CH2:21][C:22]1[CH:33]=[CH:32][C:25]([O:26][C:27]([CH3:31])([CH3:30])[CH2:28][OH:29])=[CH:24][CH:23]=1)([C:14]([CH3:17])([CH3:16])[CH3:15])([C:8]1[CH:13]=[CH:12][CH:11]=[CH:10][CH:9]=1)[C:2]1[CH:7]=[CH:6][CH:5]=[CH:4][CH:3]=1.CC(OI1(OC(C)=O)(OC(C)=O)OC(=O)C2C1=CC=CC=2)=O. Given the product [Si:1]([O:18][CH2:19][CH2:20][CH2:21][C:22]1[CH:33]=[CH:32][C:25]([O:26][C:27]([CH3:31])([CH3:30])[CH:28]=[O:29])=[CH:24][CH:23]=1)([C:14]([CH3:17])([CH3:16])[CH3:15])([C:2]1[CH:7]=[CH:6][CH:5]=[CH:4][CH:3]=1)[C:8]1[CH:9]=[CH:10][CH:11]=[CH:12][CH:13]=1, predict the reactants needed to synthesize it.